The task is: Predict the product of the given reaction.. This data is from Forward reaction prediction with 1.9M reactions from USPTO patents (1976-2016). (1) Given the reactants [CH3:1][O:2][C:3]1[N:8]=[CH:7][C:6]([NH:9][C:10]2[C:15]([C:16]3[N:24]=[C:23]([CH3:25])[N:22]=[C:21]4[C:17]=3[N:18]=[CH:19][N:20]4C3CCCCO3)=[CH:14][C:13]([CH2:32][C:33]3[CH:38]=[CH:37][C:36]([S:39]([CH3:42])(=[O:41])=[O:40])=[CH:35][CH:34]=3)=[CH:12][N:11]=2)=[CH:5][CH:4]=1.[ClH:43], predict the reaction product. The product is: [ClH:43].[CH3:1][O:2][C:3]1[N:8]=[CH:7][C:6]([NH:9][C:10]2[C:15]([C:16]3[N:24]=[C:23]([CH3:25])[N:22]=[C:21]4[C:17]=3[N:18]=[CH:19][NH:20]4)=[CH:14][C:13]([CH2:32][C:33]3[CH:38]=[CH:37][C:36]([S:39]([CH3:42])(=[O:41])=[O:40])=[CH:35][CH:34]=3)=[CH:12][N:11]=2)=[CH:5][CH:4]=1. (2) Given the reactants [Cl:1][C:2]1[C:11]2[CH:10]=[CH:9][CH:8]=[C:7]([S:12](Cl)(=[O:14])=[O:13])[C:6]=2[C:5]([Cl:16])=[CH:4][N:3]=1.[C:17]([O:21][C:22]([N:24]([C@@H:26]1[CH2:30][CH2:29][NH:28][CH2:27]1)[CH3:25])=[O:23])([CH3:20])([CH3:19])[CH3:18].[Cl:31]C1C2C=CC=C(S(Cl)(=O)=[O:43])C=2C(Br)=CN=1.C(O[C:52]([N:54]([C@H:56]1[CH2:60][CH2:59][NH:58][CH2:57]1)C)=O)(C)(C)C, predict the reaction product. The product is: [C:17]([O:21][C:22]([N:24]([C@@H:26]1[CH2:30][CH2:29][N:28]([S:12]([C:7]2[C:6]3[C:5]([Cl:16])=[CH:4][N:3]=[C:2]([Cl:1])[C:11]=3[CH:10]=[CH:9][CH:8]=2)(=[O:14])=[O:13])[CH2:27]1)[CH3:25])=[O:23])([CH3:20])([CH3:18])[CH3:19].[OH:43][C:2]1[C:11]2[CH:10]=[CH:9][CH:8]=[C:7]([S:12]([N:58]3[CH2:59][CH2:60][C@@H:56]([NH:54][CH3:52])[CH2:57]3)(=[O:14])=[O:13])[C:6]=2[C:5]([Cl:16])=[CH:4][N:3]=1.[ClH:31]. (3) Given the reactants C(Cl)(=O)C(Cl)=O.[C:7]([CH2:9][C:10]1[CH:31]=[CH:30][C:13]([CH2:14][C:15]2([CH2:28][OH:29])[CH2:20][CH2:19][N:18]([C:21]([O:23][C:24]([CH3:27])([CH3:26])[CH3:25])=[O:22])[CH2:17][CH2:16]2)=[CH:12][CH:11]=1)#[N:8].C(N(CC)C(C)C)(C)C.Cl, predict the reaction product. The product is: [C:7]([CH2:9][C:10]1[CH:11]=[CH:12][C:13]([CH2:14][C:15]2([CH:28]=[O:29])[CH2:16][CH2:17][N:18]([C:21]([O:23][C:24]([CH3:25])([CH3:26])[CH3:27])=[O:22])[CH2:19][CH2:20]2)=[CH:30][CH:31]=1)#[N:8]. (4) Given the reactants [C:1]([O:10]C)(=O)[C:2]1[C:3](=[CH:5][CH:6]=[CH:7][CH:8]=1)[SH:4].[CH2:12]([NH:18][C:19]1[CH:20]=[C:21]([CH:24]=[CH:25][N:26]=1)[C:22]#[N:23])[CH2:13][CH2:14][CH2:15][CH2:16][CH3:17].C(N(CC)CC)C, predict the reaction product. The product is: [CH2:12]([NH:18][C:19]1[CH:20]=[C:21]([C:22]2[S:4][C:3]3[CH:5]=[CH:6][CH:7]=[CH:8][C:2]=3[C:1](=[O:10])[N:23]=2)[CH:24]=[CH:25][N:26]=1)[CH2:13][CH2:14][CH2:15][CH2:16][CH3:17]. (5) Given the reactants [N:1]1([C:7]2[CH:12]=[CH:11][C:10]([C:13](=[O:15])[CH3:14])=[CH:9][CH:8]=2)[CH2:6][CH2:5][O:4][CH2:3][CH2:2]1.[Br:16]CC(C1C=CC(N2CCCCC2)=CC=1)=O, predict the reaction product. The product is: [Br:16][CH2:14][C:13]([C:10]1[CH:9]=[CH:8][C:7]([N:1]2[CH2:6][CH2:5][O:4][CH2:3][CH2:2]2)=[CH:12][CH:11]=1)=[O:15]. (6) Given the reactants [CH3:1][C@@H:2]1[CH2:6][CH2:5][CH2:4][N:3]1[CH2:7][C@@H:8]1[CH2:12][CH2:11][CH2:10][N:9]1[C:13]([C:15]1[CH:20]=[CH:19][C:18](B2OC(C)(C)C(C)(C)O2)=[CH:17][CH:16]=1)=[O:14].Br[C:31]1[S:35][C:34]([C:36]([N:38]2[CH2:43][CH2:42][CH2:41][CH2:40][CH2:39]2)=[O:37])=[CH:33][CH:32]=1, predict the reaction product. The product is: [CH3:1][C@@H:2]1[CH2:6][CH2:5][CH2:4][N:3]1[CH2:7][C@@H:8]1[CH2:12][CH2:11][CH2:10][N:9]1[C:13]([C:15]1[CH:20]=[CH:19][C:18]([C:31]2[S:35][C:34]([C:36]([N:38]3[CH2:43][CH2:42][CH2:41][CH2:40][CH2:39]3)=[O:37])=[CH:33][CH:32]=2)=[CH:17][CH:16]=1)=[O:14].